This data is from Catalyst prediction with 721,799 reactions and 888 catalyst types from USPTO. The task is: Predict which catalyst facilitates the given reaction. (1) Reactant: Cl[C:2]1[CH:7]=[CH:6][N:5]2[N:8]=[CH:9][C:10]([CH:11]=[O:12])=[C:4]2[N:3]=1.[N:13]1([CH2:18][C:19]2[CH:20]=[C:21]([CH:23]=[CH:24][CH:25]=2)[NH2:22])[CH:17]=[CH:16][N:15]=[CH:14]1.CCOC(C)=O. Product: [N:13]1([CH2:18][C:19]2[CH:20]=[C:21]([NH:22][C:2]3[CH:7]=[CH:6][N:5]4[N:8]=[CH:9][C:10]([CH:11]=[O:12])=[C:4]4[N:3]=3)[CH:23]=[CH:24][CH:25]=2)[CH:17]=[CH:16][N:15]=[CH:14]1. The catalyst class is: 12. (2) Reactant: C(N(CC)CC)C.Cl.[O:9]1[CH2:14][CH2:13][CH:12]([NH2:15])[CH2:11][CH2:10]1.[Cl:16][C:17]1[N:22]=[C:21]([N:23]2[CH2:28][CH2:27][O:26][CH2:25][CH2:24]2)[C:20]([N+:29]([O-:31])=[O:30])=[C:19](Cl)[N:18]=1.C(=O)([O-])O.[Na+]. Product: [Cl:16][C:17]1[N:18]=[C:19]([NH:15][CH:12]2[CH2:13][CH2:14][O:9][CH2:10][CH2:11]2)[C:20]([N+:29]([O-:31])=[O:30])=[C:21]([N:23]2[CH2:24][CH2:25][O:26][CH2:27][CH2:28]2)[N:22]=1. The catalyst class is: 2. (3) Reactant: [H-].[H-].[H-].[H-].[Li+].[Al+3].[CH3:7][O:8][C:9]1[CH:23]=[CH:22][C:12]2[C:13]([C:16](=[O:21])[C:17](OC)=[O:18])=[CH:14][O:15][C:11]=2[CH:10]=1.[NH4+].[Cl-]. Product: [CH3:7][O:8][C:9]1[CH:23]=[CH:22][C:12]2[C:13]([CH:16]([OH:21])[CH2:17][OH:18])=[CH:14][O:15][C:11]=2[CH:10]=1. The catalyst class is: 1. (4) Reactant: C[N:2](C)[CH:3]=[C:4]([C:10]1[CH:11]=[N:12][CH:13]=[C:14]([Br:16])[CH:15]=1)[C:5]([O:7]CC)=O.[NH:18]([C:20]1[N:25]=[CH:24][N:23]=[C:22]([N:26]2[CH2:31][CH2:30][O:29][CH2:28][CH2:27]2)[CH:21]=1)N.C1(C)C=CC(S(O)(=O)=O)=CC=1.[ClH:43]. Product: [ClH:43].[Br:16][C:14]1[CH:15]=[C:10]([C:4]2[C:5](=[O:7])[N:18]([C:20]3[CH:21]=[C:22]([N:26]4[CH2:31][CH2:30][O:29][CH2:28][CH2:27]4)[N:23]=[CH:24][N:25]=3)[NH:2][CH:3]=2)[CH:11]=[N:12][CH:13]=1. The catalyst class is: 714. (5) Reactant: [F:1][C:2]1[CH:7]=[CH:6][C:5]([CH:8]([N:32]2[CH2:37][CH2:36][N:35]([CH:38]([CH3:40])[CH3:39])[CH2:34][CH2:33]2)[CH2:9][N:10]2[CH2:15][CH2:14][N:13]([CH2:16][CH2:17][CH2:18][C:19]3[C:20]([C:26]4[CH:31]=[CH:30][CH:29]=[CH:28][CH:27]=4)=[N:21][C:22]([NH2:25])=[N:23][CH:24]=3)[CH2:12][CH2:11]2)=[CH:4][CH:3]=1.[ClH:41].O1CCOCC1. Product: [ClH:41].[ClH:41].[ClH:41].[ClH:41].[ClH:41].[F:1][C:2]1[CH:7]=[CH:6][C:5]([CH:8]([N:32]2[CH2:33][CH2:34][N:35]([CH:38]([CH3:40])[CH3:39])[CH2:36][CH2:37]2)[CH2:9][N:10]2[CH2:11][CH2:12][N:13]([CH2:16][CH2:17][CH2:18][C:19]3[C:20]([C:26]4[CH:31]=[CH:30][CH:29]=[CH:28][CH:27]=4)=[N:21][C:22]([NH2:25])=[N:23][CH:24]=3)[CH2:14][CH2:15]2)=[CH:4][CH:3]=1. The catalyst class is: 8. (6) Reactant: [F:1][C:2]1[CH:3]=[C:4]2[C:8](=[C:9]([F:11])[CH:10]=1)[NH:7][CH:6]=[C:5]2[CH2:12][CH2:13][CH2:14][NH:15][C@@H:16]1[CH2:25][C:24]2[C:23]([C:26]([NH2:28])=[O:27])=[CH:22][CH:21]=[C:20]([F:29])[C:19]=2[O:18][CH2:17]1.[CH:30]1([CH:33]=O)[CH2:32][CH2:31]1.C(O)(=O)C.C([BH3-])#N.[Na+]. Product: [CH:30]1([CH2:33][N:15]([CH2:14][CH2:13][CH2:12][C:5]2[C:4]3[C:8](=[C:9]([F:11])[CH:10]=[C:2]([F:1])[CH:3]=3)[NH:7][CH:6]=2)[C@@H:16]2[CH2:25][C:24]3[C:23]([C:26]([NH2:28])=[O:27])=[CH:22][CH:21]=[C:20]([F:29])[C:19]=3[O:18][CH2:17]2)[CH2:32][CH2:31]1. The catalyst class is: 5. (7) Reactant: F[C:2]1[CH:9]=[CH:8][CH:7]=[CH:6][C:3]=1[CH:4]=O.[Cl:10][C:11]1[CH:16]=[CH:15][C:14]([OH:17])=[CH:13][CH:12]=1.C(=O)([O-])O.[Na+].C(OP([CH:31]=[C:32]1[NH:38][CH2:37][CH2:36][N:35]([CH3:39])[C:34]2[CH:40]=[C:41]([F:44])[CH:42]=[CH:43][C:33]1=2)(=O)OCC)C.[H-].[Na+]. Product: [ClH:10].[ClH:10].[Cl:10][C:11]1[CH:16]=[CH:15][C:14]([O:17][C:2]2[CH:9]=[CH:8][CH:7]=[CH:6][C:3]=2[CH:4]=[CH:31][C:32]2=[N:38][CH2:37][CH2:36][N:35]([CH3:39])[C:34]3[CH:40]=[C:41]([F:44])[CH:42]=[CH:43][C:33]2=3)=[CH:13][CH:12]=1. The catalyst class is: 9. (8) Reactant: Br[C:2]1[N:3]=[C:4]([CH3:11])[CH:5]=[C:6]2[CH:10]=[N:9][NH:8][C:7]=12.[CH3:12][Al](C)C.[NH4+].[Cl-]. Product: [CH3:11][C:4]1[CH:5]=[C:6]2[CH:10]=[N:9][NH:8][C:7]2=[C:2]([CH3:12])[N:3]=1. The catalyst class is: 176.